Dataset: Forward reaction prediction with 1.9M reactions from USPTO patents (1976-2016). Task: Predict the product of the given reaction. Given the reactants [CH3:1][C:2]1[CH:3]=[C:4](/[CH:25]=[CH:26]/[C:27]#[N:28])[CH:5]=[C:6]([CH3:24])[C:7]=1[NH:8][C:9]1[CH:10]=[CH:11][N:12]=[C:13]([NH:15][C:16]2[CH:17]=[CH:18][C:19]([C:22]#[N:23])=[CH:20][CH:21]=2)[N:14]=1.C.[ClH:30], predict the reaction product. The product is: [CH3:1][C:2]1[CH:3]=[C:4](/[CH:25]=[CH:26]/[C:27]#[N:28])[CH:5]=[C:6]([CH3:24])[C:7]=1[NH:8][C:9]1[CH:10]=[CH:11][N:12]=[C:13]([NH:15][C:16]2[CH:17]=[CH:18][C:19]([C:22]#[N:23])=[CH:20][CH:21]=2)[N:14]=1.[ClH:30].